Dataset: Blood-brain barrier permeability classification from the B3DB database. Task: Regression/Classification. Given a drug SMILES string, predict its absorption, distribution, metabolism, or excretion properties. Task type varies by dataset: regression for continuous measurements (e.g., permeability, clearance, half-life) or binary classification for categorical outcomes (e.g., BBB penetration, CYP inhibition). Dataset: b3db_classification. (1) The compound is CN(C)CC(Oc1ccccc1)Oc1ccccc1. The result is 1 (penetrates BBB). (2) The compound is COc1cccc2c1C(=O)c1c(O)c3c(c(O)c1C2=O)C[C@@](O)(C(=O)CO)C[C@@H]3O[C@H]1C[C@H](N)[C@@H](O)[C@H](C)O1. The result is 0 (does not penetrate BBB). (3) The drug is CN1CC[C@]23c4c5ccc(O)c4O[C@@H]2C(=O)CC[C@H]3[C@H]1C5. The result is 1 (penetrates BBB).